This data is from Catalyst prediction with 721,799 reactions and 888 catalyst types from USPTO. The task is: Predict which catalyst facilitates the given reaction. (1) Reactant: [H-].[Na+].[CH2:3](P(=O)(O)O)[C:4]1[CH:9]=[CH:8][CH:7]=[CH:6][CH:5]=1.[CH3:14][O:15][C:16]1[CH:17]=[C:18]2[C:23](=[CH:24][C:25]=1[O:26][CH3:27])[N:22]=[CH:21][CH:20]=[C:19]2[O:28][C:29]1[CH:36]=[CH:35][C:34]([O:37][CH3:38])=[CH:33][C:30]=1[CH:31]=O.O. Product: [CH3:14][O:15][C:16]1[CH:17]=[C:18]2[C:23](=[CH:24][C:25]=1[O:26][CH3:27])[N:22]=[CH:21][CH:20]=[C:19]2[O:28][C:29]1[CH:36]=[CH:35][C:34]([O:37][CH3:38])=[CH:33][C:30]=1/[CH:31]=[CH:3]/[C:4]1[CH:9]=[CH:8][CH:7]=[CH:6][CH:5]=1. The catalyst class is: 7. (2) Reactant: [CH3:1][O:2][C:3]1[CH:4]=[C:5]([CH:8]=[C:9]([O:13][CH3:14])[C:10]=1[O:11][CH3:12])[CH:6]=O.C(O)(=O)[CH2:16][C:17]([OH:19])=[O:18].N1CCCCC1.Cl. Product: [CH3:1][O:2][C:3]1[CH:4]=[C:5]([CH:8]=[C:9]([O:13][CH3:14])[C:10]=1[O:11][CH3:12])[CH:6]=[CH:16][C:17]([OH:19])=[O:18]. The catalyst class is: 15. (3) Reactant: Cl[CH2:2][CH2:3][CH2:4][CH2:5][C:6]#[CH:7].[NH:8]1[CH2:13][CH2:12][CH2:11][CH2:10][CH2:9]1.C(=O)([O-])O.[Na+]. Product: [CH2:2]([N:8]1[CH2:13][CH2:12][CH2:11][CH2:10][CH2:9]1)[CH2:3][CH2:4][CH2:5][C:6]#[CH:7]. The catalyst class is: 3. (4) Reactant: Cl[C:2](Cl)([O:4]C(=O)OC(Cl)(Cl)Cl)Cl.[F:13][C:14]([F:22])([F:21])[CH:15]([OH:20])[C:16]([F:19])([F:18])[F:17].C(N(CC)C(C)C)(C)C.[N:32]1([C:38]([O:40][C:41]([CH3:44])([CH3:43])[CH3:42])=[O:39])[CH2:37][CH2:36][NH:35][CH2:34][CH2:33]1. Product: [N:32]1([C:38]([O:40][C:41]([CH3:44])([CH3:43])[CH3:42])=[O:39])[CH2:37][CH2:36][N:35]([C:2]([O:20][CH:15]([C:16]([F:19])([F:18])[F:17])[C:14]([F:22])([F:21])[F:13])=[O:4])[CH2:34][CH2:33]1. The catalyst class is: 4. (5) Reactant: [CH3:1][C:2]([C:4]1[CH:9]=[CH:8][C:7]([S:10]([CH3:13])(=[O:12])=[O:11])=[CH:6][CH:5]=1)=[O:3].[Al+3].[Cl-].[Cl-].[Cl-].[Br:18]Br.O. Product: [Br:18][CH2:1][C:2]([C:4]1[CH:5]=[CH:6][C:7]([S:10]([CH3:13])(=[O:12])=[O:11])=[CH:8][CH:9]=1)=[O:3]. The catalyst class is: 22. (6) Reactant: [N:1]1[C:10]2[CH:9]=[CH:8][CH:7]=[C:6]([C:11]#[N:12])[C:5]=2[CH:4]=[CH:3][CH:2]=1.[N:13]#[C:14][NH2:15].[Na]. Product: [C:14]([N:15]=[C:11]([C:6]1[C:5]2[CH:4]=[CH:3][CH:2]=[N:1][C:10]=2[CH:9]=[CH:8][CH:7]=1)[NH2:12])#[N:13]. The catalyst class is: 8. (7) Reactant: [CH:1]([C:3]1[CH:12]=[CH:11][C:6]([C:7]([O:9][CH3:10])=[O:8])=[CH:5][CH:4]=1)=O.C[O:26][CH2:25][CH2:24][O:23][CH2:22][CH2:21]N([CH2:21][CH2:22][O:23][CH2:24][CH2:25][O:26]C)[CH2:21][CH2:22][O:23][CH2:24][CH2:25][O:26]C.C([O-])([O-])=O.[K+].[K+].[Br-].O1CCOC1C[P+](C1C=CC=CC=1)(C1C=CC=CC=1)C1C=CC=CC=1. Product: [O:23]1[CH2:24][CH2:25][O:26][CH:22]1[CH:21]=[CH:1][C:3]1[CH:12]=[CH:11][C:6]([C:7]([O:9][CH3:10])=[O:8])=[CH:5][CH:4]=1. The catalyst class is: 4.